This data is from Forward reaction prediction with 1.9M reactions from USPTO patents (1976-2016). The task is: Predict the product of the given reaction. (1) Given the reactants [NH2:1][C:2]1[CH:22]=[CH:21][C:5]([CH2:6][N:7]([CH:15]2[CH2:20][CH2:19][CH2:18][CH2:17][CH2:16]2)[C:8]([C:10]2[O:11][CH:12]=[CH:13][CH:14]=2)=[O:9])=[CH:4][CH:3]=1.[CH:23]1[C:35]2[CH:34]([CH2:36][O:37][C:38]([NH:40][CH2:41][C:42](O)=[O:43])=[O:39])[C:33]3[C:28](=[CH:29][CH:30]=[CH:31][CH:32]=3)[C:27]=2[CH:26]=[CH:25][CH:24]=1, predict the reaction product. The product is: [CH:32]1[C:33]2[CH:34]([CH2:36][O:37][C:38](=[O:39])[NH:40][CH2:41][C:42](=[O:43])[NH:1][C:2]3[CH:3]=[CH:4][C:5]([CH2:6][N:7]([CH:15]4[CH2:20][CH2:19][CH2:18][CH2:17][CH2:16]4)[C:8]([C:10]4[O:11][CH:12]=[CH:13][CH:14]=4)=[O:9])=[CH:21][CH:22]=3)[C:35]3[C:27](=[CH:26][CH:25]=[CH:24][CH:23]=3)[C:28]=2[CH:29]=[CH:30][CH:31]=1. (2) Given the reactants Br[C:2]1[CH:7]=[CH:6][C:5]([C:8]2[CH:13]=[CH:12][C:11]([CH2:14][CH2:15][C:16]3([NH:24]C(=O)C)[CH2:21][O:20]C(C)(C)[O:18][CH2:17]3)=[CH:10][CH:9]=2)=[C:4]([F:28])[CH:3]=1.[F:29][C:30]1[CH:31]=[C:32]([SH:36])[CH:33]=[CH:34][CH:35]=1.C(N(C(C)C)CC)(C)C.C1(P(C2C=CC=CC=2)C2C3OC4C(=CC=CC=4P(C4C=CC=CC=4)C4C=CC=CC=4)C(C)(C)C=3C=CC=2)C=CC=CC=1, predict the reaction product. The product is: [NH2:24][C:16]([CH2:15][CH2:14][C:11]1[CH:10]=[CH:9][C:8]([C:5]2[CH:6]=[CH:7][C:2]([S:36][C:32]3[CH:33]=[CH:34][CH:35]=[C:30]([F:29])[CH:31]=3)=[CH:3][C:4]=2[F:28])=[CH:13][CH:12]=1)([CH2:21][OH:20])[CH2:17][OH:18]. (3) Given the reactants C(=O)([O-])[O-].[K+].[K+].F[B-](F)(F)F.C([PH+](C(C)(C)C)C(C)(C)C)(C)(C)C.Br[C:26]1[CH:27]=[N:28][C:29]([N:32]2[C:40]3[C:35](=[CH:36][CH:37]=[C:38]([C:41]([N:43]4[CH2:48][CH2:47][O:46][CH2:45][CH2:44]4)=[O:42])[CH:39]=3)[C:34]([S:49][CH3:50])=[CH:33]2)=[N:30][CH:31]=1.[F:51][C:52]1[CH:57]=[CH:56][CH:55]=[CH:54][C:53]=1B(O)O, predict the reaction product. The product is: [F:51][C:52]1[CH:57]=[CH:56][CH:55]=[CH:54][C:53]=1[C:26]1[CH:27]=[N:28][C:29]([N:32]2[C:40]3[C:35](=[CH:36][CH:37]=[C:38]([C:41]([N:43]4[CH2:48][CH2:47][O:46][CH2:45][CH2:44]4)=[O:42])[CH:39]=3)[C:34]([S:49][CH3:50])=[CH:33]2)=[N:30][CH:31]=1. (4) Given the reactants [C:1]([O:4][CH2:5][CH2:6][C:7]1[CH:12]=[CH:11][C:10]([C:13](=O)[C:14]2[CH:19]=[C:18]([Br:20])[CH:17]=[CH:16][C:15]=2[Cl:21])=[CH:9][CH:8]=1)(=[O:3])[CH3:2].B(F)(F)F.C(OCC)C.C([SiH](CC)CC)C, predict the reaction product. The product is: [C:1]([O:4][CH2:5][CH2:6][C:7]1[CH:8]=[CH:9][C:10]([CH2:13][C:14]2[CH:19]=[C:18]([Br:20])[CH:17]=[CH:16][C:15]=2[Cl:21])=[CH:11][CH:12]=1)(=[O:3])[CH3:2]. (5) The product is: [O:23]1[CH2:24][CH2:25][CH:20]([CH:16]([NH:15][C:13]([C:4]2[C:3]([NH:2][C:27]([NH:26][C:29]3[C:30]([CH3:37])=[CH:31][C:32]([CH3:36])=[CH:33][C:34]=3[CH3:35])=[O:28])=[CH:12][C:11]3[C:6](=[CH:7][CH:8]=[CH:9][CH:10]=3)[CH:5]=2)=[O:14])[C:17]([O:19][CH3:38])=[O:18])[CH2:21][CH2:22]1. Given the reactants Cl.[NH2:2][C:3]1[C:4]([C:13]([NH:15][CH:16]([CH:20]2[CH2:25][CH2:24][O:23][CH2:22][CH2:21]2)[C:17]([OH:19])=[O:18])=[O:14])=[CH:5][C:6]2[C:11]([CH:12]=1)=[CH:10][CH:9]=[CH:8][CH:7]=2.[N:26]([C:29]1[C:34]([CH3:35])=[CH:33][C:32]([CH3:36])=[CH:31][C:30]=1[CH3:37])=[C:27]=[O:28].[CH3:38]CCCCC.C(OCC)(=O)C, predict the reaction product. (6) Given the reactants [CH2:1]1COCC1.Cl.[F:7][C:8]1[CH:9]=[C:10]([N+:27]([O-:29])=[O:28])[C:11]([C:18](=[O:26])[CH2:19][C:20]2[N:24]=[CH:23][N:22](C)[N:21]=2)=[C:12]([CH:17]=1)[C:13](OC)=[O:14], predict the reaction product. The product is: [F:7][C:8]1[CH:17]=[C:12]2[C:11](/[C:18](=[CH:19]/[C:20]3[N:21]([CH3:1])[N:22]=[CH:23][N:24]=3)/[O:26][C:13]2=[O:14])=[C:10]([N+:27]([O-:29])=[O:28])[CH:9]=1. (7) The product is: [Cl:3][C:4]1[CH:20]=[CH:19][C:7]2[CH2:8][CH2:9][NH:10][CH2:11][CH2:12][C:6]=2[C:5]=1[NH:21][CH2:22][C:23]([F:24])([F:26])[F:25]. Given the reactants [OH-].[Na+].[Cl:3][C:4]1[CH:20]=[CH:19][C:7]2[CH2:8][CH2:9][N:10](C(=O)C(F)(F)F)[CH2:11][CH2:12][C:6]=2[C:5]=1[NH:21][CH2:22][C:23]([F:26])([F:25])[F:24], predict the reaction product. (8) Given the reactants [NH:1]1[CH:5]=[CH:4][N:3]=[C:2]1[CH2:6][NH:7][CH2:8][C:9]1[CH:30]=[CH:29][C:12]2[N:13]=[C:14]([CH2:19][CH2:20][CH2:21][CH2:22][N:23]3[CH2:28][CH2:27][CH2:26][CH2:25][CH2:24]3)[N:15]([CH2:16][CH2:17][CH3:18])[C:11]=2[CH:10]=1.[CH3:31][N:32]1[CH:36]=[CH:35][N:34]=[C:33]1[CH:37]=O.C([BH3-])#N.[Na+].C(O)(=O)C, predict the reaction product. The product is: [NH:3]1[CH:4]=[CH:5][N:1]=[C:2]1[CH2:6][N:7]([CH2:37][C:33]1[N:32]([CH3:31])[CH:36]=[CH:35][N:34]=1)[CH2:8][C:9]1[CH:30]=[CH:29][C:12]2[N:13]=[C:14]([CH2:19][CH2:20][CH2:21][CH2:22][N:23]3[CH2:28][CH2:27][CH2:26][CH2:25][CH2:24]3)[N:15]([CH2:16][CH2:17][CH3:18])[C:11]=2[CH:10]=1. (9) Given the reactants Br[CH2:2][CH2:3][O:4][C:5]1[C:10]([O:11][CH2:12][CH2:13][CH:14]([C:16]2[CH:21]=[CH:20][C:19]([F:22])=[CH:18][CH:17]=2)[CH3:15])=[C:9]([O:23][CH3:24])[C:8]([Cl:25])=[C:7]([CH3:26])[C:6]=1[C:27](=[O:29])[CH3:28].[NH:30]1[CH:34]=[N:33][CH:32]=[N:31]1, predict the reaction product. The product is: [Cl:25][C:8]1[C:7]([CH3:26])=[C:6]([C:27](=[O:29])[CH3:28])[C:5]([O:4][CH2:3][CH2:2][N:30]2[CH:34]=[N:33][CH:32]=[N:31]2)=[C:10]([O:11][CH2:12][CH2:13][CH:14]([C:16]2[CH:21]=[CH:20][C:19]([F:22])=[CH:18][CH:17]=2)[CH3:15])[C:9]=1[O:23][CH3:24]. (10) Given the reactants [O:1]=[C:2]1[CH2:5][C:4]([CH2:32][C:33]([O:35][CH2:36][CH3:37])=[O:34])([C:6]2[CH:11]=[CH:10][C:9]([O:12][CH2:13][C:14]3[CH:31]=[CH:30][C:17]4[S:18][CH:19]=[C:20](B5OC(C)(C)C(C)(C)O5)[C:16]=4[CH:15]=3)=[CH:8][CH:7]=2)[CH2:3]1.Br[C:39]1[CH:44]=[CH:43][C:42]([N:45]2[CH2:53][C:47]3([S:50](=[O:52])(=[O:51])[CH2:49][CH2:48]3)[CH2:46]2)=[CH:41][C:40]=1[CH3:54].C(Cl)Cl, predict the reaction product. The product is: [O:52]=[S:50]1(=[O:51])[C:47]2([CH2:46][N:45]([C:42]3[CH:43]=[CH:44][C:39]([C:20]4[C:30]5[CH:31]=[C:14]([CH2:13][O:12][C:9]6[CH:8]=[CH:7][C:6]([C:4]7([CH2:32][C:33]([O:35][CH2:36][CH3:37])=[O:34])[CH2:3][C:2](=[O:1])[CH2:5]7)=[CH:11][CH:10]=6)[CH:15]=[CH:16][C:17]=5[S:18][CH:19]=4)=[C:40]([CH3:54])[CH:41]=3)[CH2:53]2)[CH2:48][CH2:49]1.